Dataset: Forward reaction prediction with 1.9M reactions from USPTO patents (1976-2016). Task: Predict the product of the given reaction. (1) The product is: [Cl:1][C:2]1[C:7]([S:8]([CH2:11][CH3:12])(=[O:10])=[O:9])=[CH:6][C:5]([C:13]2[N:14]([C:34]([N:55]3[CH2:56][CH2:57][N:52]([CH2:51][CH2:50][CH2:49][S:46]([CH3:45])(=[O:47])=[O:48])[CH2:53][CH2:54]3)=[O:35])[C@@:15]([C:27]3[CH:28]=[CH:29][C:30]([Cl:33])=[CH:31][CH:32]=3)([CH3:26])[C@@:16]([C:19]3[CH:20]=[CH:21][C:22]([Cl:25])=[CH:23][CH:24]=3)([CH3:18])[N:17]=2)=[C:4]([O:37][CH2:38][CH3:39])[CH:3]=1. Given the reactants [Cl:1][C:2]1[C:7]([S:8]([CH2:11][CH3:12])(=[O:10])=[O:9])=[CH:6][C:5]([C:13]2[N:14]([C:34](Cl)=[O:35])[C:15]([C:27]3[CH:32]=[CH:31][C:30]([Cl:33])=[CH:29][CH:28]=3)([CH3:26])[C:16]([C:19]3[CH:24]=[CH:23][C:22]([Cl:25])=[CH:21][CH:20]=3)([CH3:18])[N:17]=2)=[C:4]([O:37][CH2:38][CH3:39])[CH:3]=1.CS(C)(=O)=O.[CH3:45][S:46]([CH2:49][CH2:50][CH2:51][N:52]1[CH2:57][CH2:56][NH:55][CH2:54][CH2:53]1)(=[O:48])=[O:47], predict the reaction product. (2) Given the reactants C(=O)([O-])[O-].[K+].[K+].[C:7]([O:14][CH3:15])(=[O:13])[CH2:8][C:9]([O:11][CH3:12])=[O:10].F[C:17]1[CH:22]=[C:21]([F:23])[CH:20]=[CH:19][C:18]=1[N+:24]([O-:26])=[O:25].Cl, predict the reaction product. The product is: [F:23][C:21]1[CH:20]=[CH:19][C:18]([N+:24]([O-:26])=[O:25])=[C:17]([CH:8]([C:7]([O:14][CH3:15])=[O:13])[C:9]([O:11][CH3:12])=[O:10])[CH:22]=1. (3) Given the reactants [CH3:1][O:2][CH2:3][O:4][C@H:5]1[CH2:18][C@H:17]2[C@@H:8]([C@@H:9]3[C@@H:14]([CH2:15][CH2:16]2)[CH2:13][C@@:12]2([CH3:23])[C:19](=[O:22])[CH2:20][CH2:21][C@@H:11]2[CH2:10]3)[CH2:7][CH2:6]1.C[Si]([N-][Si](C)(C)C)(C)C.[K+].C1C=CC(N([S:41]([C:44]([F:47])([F:46])[F:45])(=[O:43])=[O:42])[S:41]([C:44]([F:47])([F:46])[F:45])(=[O:43])=[O:42])=CC=1.[NH4+].[Cl-], predict the reaction product. The product is: [CH3:1][O:2][CH2:3][O:4][C@H:5]1[CH2:18][C@H:17]2[C@@H:8]([C@@H:9]3[C@@H:14]([CH2:15][CH2:16]2)[CH2:13][C@@:12]2([CH3:23])[C:19]([O:22][S:41]([C:44]([F:47])([F:46])[F:45])(=[O:43])=[O:42])=[CH:20][CH2:21][C@@H:11]2[CH2:10]3)[CH2:7][CH2:6]1. (4) Given the reactants Cl[CH2:2][C:3]1[CH:8]=[CH:7][C:6]([F:9])=[CH:5][C:4]=1[CH3:10].[OH-].[Na+].O.[C-:14]#[N:15].[K+], predict the reaction product. The product is: [F:9][C:6]1[CH:7]=[CH:8][C:3]([CH2:2][C:14]#[N:15])=[C:4]([CH3:10])[CH:5]=1. (5) Given the reactants BrC1C=C(F)C2OC(C3CCNCC3)CC=2C=1.ClC1N=CC(CCC)=CN=1.[Br:28][C:29]1[CH:30]=[C:31]([F:54])[C:32]2[O:36][CH:35]([C:37]3(O)[CH2:42][CH2:41][N:40]([C:43]4[N:48]=[CH:47][C:46]([CH2:49][CH2:50][CH3:51])=[CH:45][N:44]=4)[CH2:39][CH2:38]3)[CH2:34][C:33]=2[CH:53]=1, predict the reaction product. The product is: [Br:28][C:29]1[CH:30]=[C:31]([F:54])[C:32]2[O:36][CH:35]([CH:37]3[CH2:38][CH2:39][N:40]([C:43]4[N:44]=[CH:45][C:46]([CH2:49][CH2:50][CH3:51])=[CH:47][N:48]=4)[CH2:41][CH2:42]3)[CH2:34][C:33]=2[CH:53]=1. (6) Given the reactants COC1C=C(C([O:11][CH2:12][C:13]2[C:14]([C:19]3[N:23](C)[N:22]=[CH:21][CH:20]=3)=[N:15][CH:16]=[CH:17][CH:18]=2)=CN=1)C=O.Cl.[CH:26]([NH:29][NH2:30])([CH3:28])[CH3:27].Cl.[CH3:32][CH2:33][OH:34], predict the reaction product. The product is: [CH:26]([N:29]1[C:19]([C:14]2[C:13]([CH2:12][OH:11])=[CH:18][CH:17]=[CH:16][N:15]=2)=[CH:20][CH:21]=[N:30]1)([CH3:28])[CH3:27].[CH:26]([N:22]1[CH:21]=[CH:20][C:19]([C:14]2[CH:13]=[CH:18][C:32]([CH2:33][OH:34])=[CH:16][N:15]=2)=[N:23]1)([CH3:28])[CH3:27]. (7) Given the reactants [N:1]1([C:7]2[N:8]=[C:9]([CH2:14][C:15]([O-:17])=O)[NH:10][C:11](=[O:13])[CH:12]=2)[CH2:6][CH2:5][O:4][CH2:3][CH2:2]1.[Na+].[F:19][C:20]1[CH:28]=[C:27]([F:29])[CH:26]=[C:25]2[C:21]=1[CH2:22][CH2:23][NH:24]2.Cl.CN(C)CCCN=C=NCC, predict the reaction product. The product is: [F:19][C:20]1[CH:28]=[C:27]([F:29])[CH:26]=[C:25]2[C:21]=1[CH2:22][CH2:23][N:24]2[C:15](=[O:17])[CH2:14][C:9]1[NH:10][C:11](=[O:13])[CH:12]=[C:7]([N:1]2[CH2:2][CH2:3][O:4][CH2:5][CH2:6]2)[N:8]=1.